Dataset: Catalyst prediction with 721,799 reactions and 888 catalyst types from USPTO. Task: Predict which catalyst facilitates the given reaction. (1) The catalyst class is: 1. Reactant: [OH:1][CH2:2][CH:3]1[CH2:16][O:15][C:14]2[C:5](=[CH:6][C:7]3[C:8]([C:21]([F:24])([F:23])[F:22])=[CH:9][C:10]([O:17][CH:18]([CH3:20])[CH3:19])=[N:11][C:12]=3[CH:13]=2)[N:4]1[CH2:25][C:26]([F:29])([F:28])[F:27].[H-].[Na+].I[CH2:33][CH2:34][CH3:35]. Product: [CH:18]([O:17][C:10]1[CH:9]=[C:8]([C:21]([F:22])([F:23])[F:24])[C:7]2[CH:6]=[C:5]3[N:4]([CH2:25][C:26]([F:28])([F:29])[F:27])[CH:3]([CH2:2][O:1][CH2:33][CH2:34][CH3:35])[CH2:16][O:15][C:14]3=[CH:13][C:12]=2[N:11]=1)([CH3:20])[CH3:19]. (2) Reactant: [CH2:1]([O:3][C:4]([C:6]1[C:7]([O:26][C:27](=[O:29])[CH3:28])=[C:8]2[CH:16]=[CH:15][N:14]([CH2:17][C:18]3[CH:23]=[CH:22][C:21]([F:24])=[C:20]([F:25])[CH:19]=3)[C:9]2=[C:10]([C:12]#[N:13])[N:11]=1)=[O:5])[CH3:2].C1C(=O)N([Cl:37])C(=O)C1. Product: [CH2:1]([O:3][C:4]([C:6]1[C:7]([O:26][C:27](=[O:29])[CH3:28])=[C:8]2[C:16]([Cl:37])=[CH:15][N:14]([CH2:17][C:18]3[CH:23]=[CH:22][C:21]([F:24])=[C:20]([F:25])[CH:19]=3)[C:9]2=[C:10]([C:12]#[N:13])[N:11]=1)=[O:5])[CH3:2]. The catalyst class is: 23. (3) Reactant: [F:1][C:2]1[CH:13]=[CH:12][C:5]2[CH2:6][CH2:7][CH2:8][CH2:9][C:10](=O)[C:4]=2[CH:3]=1.[BH3-]C#[N:16].[Na+]. Product: [F:1][C:2]1[CH:13]=[CH:12][C:5]2[CH2:6][CH2:7][CH2:8][CH2:9][CH:10]([NH2:16])[C:4]=2[CH:3]=1. The catalyst class is: 32.